Dataset: Catalyst prediction with 721,799 reactions and 888 catalyst types from USPTO. Task: Predict which catalyst facilitates the given reaction. (1) Reactant: [CH3:1][C:2]1[CH:7]=[CH:6][C:5]([C:8]([C:19]2[CH:24]=[CH:23][CH:22]=[CH:21][CH:20]=2)=[C:9]2[CH2:14][C:13]([CH3:16])([CH3:15])[CH2:12][C:11]([CH3:18])([CH3:17])[CH2:10]2)=[CH:4][C:3]=1[O:25][CH2:26][CH2:27][CH2:28][C:29](O)=[O:30].CC(C[AlH]CC(C)C)C.O. Product: [CH3:1][C:2]1[CH:7]=[CH:6][C:5]([C:8]([C:19]2[CH:24]=[CH:23][CH:22]=[CH:21][CH:20]=2)=[C:9]2[CH2:14][C:13]([CH3:15])([CH3:16])[CH2:12][C:11]([CH3:18])([CH3:17])[CH2:10]2)=[CH:4][C:3]=1[O:25][CH2:26][CH2:27][CH2:28][CH2:29][OH:30]. The catalyst class is: 1. (2) Reactant: [NH2:1][C@H:2]1[C@@H:7]([CH3:8])[CH2:6][N:5]([C:9]2[CH:14]=[CH:13][N:12]=[CH:11][C:10]=2[N:15]([C:23]([O:25][C:26]([CH3:29])([CH3:28])[CH3:27])=[O:24])[C:16]([O:18][C:19]([CH3:22])([CH3:21])[CH3:20])=[O:17])[CH2:4][C@H:3]1[NH:30][C:31]([O:33][C:34]([CH3:37])([CH3:36])[CH3:35])=[O:32].CCN(C(C)C)C(C)C.Cl[C:48]([O:50][CH3:51])=[O:49].C([O-])([O-])=O.[Na+].[Na+].O. Product: [C:34]([O:33][C:31]([NH:30][C@H:3]1[C@@H:2]([NH:1][C:48]([O:50][CH3:51])=[O:49])[C@@H:7]([CH3:8])[CH2:6][N:5]([C:9]2[CH:14]=[CH:13][N:12]=[CH:11][C:10]=2[N:15]([C:23]([O:25][C:26]([CH3:27])([CH3:29])[CH3:28])=[O:24])[C:16]([O:18][C:19]([CH3:20])([CH3:21])[CH3:22])=[O:17])[CH2:4]1)=[O:32])([CH3:36])([CH3:35])[CH3:37]. The catalyst class is: 2. (3) Reactant: [C:1]1([C:7]2[N:8]=[CH:9][S:10][CH:11]=2)[CH:6]=[CH:5][CH:4]=[CH:3][CH:2]=1.C([N-]C(C)C)(C)C.[Li+].C(C1C=CC=CC=1)C.[O:28]1[C:32]2([CH2:37][CH2:36][C:35](=[O:38])[CH2:34][CH2:33]2)[O:31][CH2:30][CH2:29]1.C(=O)([O-])O.[Na+]. Product: [C:1]1([C:7]2[N:8]=[C:9]([C:35]3([OH:38])[CH2:36][CH2:37][C:32]4([O:31][CH2:30][CH2:29][O:28]4)[CH2:33][CH2:34]3)[S:10][CH:11]=2)[CH:2]=[CH:3][CH:4]=[CH:5][CH:6]=1. The catalyst class is: 1. (4) Reactant: C[Al](C)C.Cl.[C:6]([O:10][C:11](=[O:15])[CH2:12][NH:13][CH3:14])([CH3:9])([CH3:8])[CH3:7].[C:16]([C:18]1[C:23]2[N:24]=[C:25]([C:27](OCC)=[O:28])[O:26][C:22]=2[C:21]([F:32])=[C:20]([C:33]2[CH:38]=[CH:37][CH:36]=[CH:35][CH:34]=2)[C:19]=1[CH3:39])#[N:17].Cl. Product: [C:16]([C:18]1[C:23]2[N:24]=[C:25]([C:27]([CH2:14][NH:13][CH2:12][C:11]([O:10][C:6]([CH3:9])([CH3:8])[CH3:7])=[O:15])=[O:28])[O:26][C:22]=2[C:21]([F:32])=[C:20]([C:33]2[CH:38]=[CH:37][CH:36]=[CH:35][CH:34]=2)[C:19]=1[CH3:39])#[N:17]. The catalyst class is: 4. (5) Reactant: [C:1]([O:5][C:6]([NH:8][CH2:9][C:10]1[CH:11]=[N:12][C:13]([C:16]#[N:17])=[CH:14][CH:15]=1)=[O:7])([CH3:4])([CH3:3])[CH3:2].OS([O-])(=O)=O.[K+].CO. Product: [NH2:17][CH2:16][C:13]1[N:12]=[CH:11][C:10]([CH2:9][NH:8][C:6]([O:5][C:1]([CH3:4])([CH3:3])[CH3:2])=[O:7])=[CH:15][CH:14]=1. The catalyst class is: 386. (6) Reactant: [C:1](Cl)(=[O:8])[C:2]1[CH:7]=[CH:6][CH:5]=[CH:4][CH:3]=1.O=C[C@@H:12]([C@H:14]([C@@H:16]([C@@H:18]([CH2:20][OH:21])[OH:19])[OH:17])[OH:15])[OH:13].Cl[CH2:23][Cl:24]. Product: [C:1]([O:21][C@@H:20]1[C@@H:18]([O:19][C:1](=[O:8])[C:2]2[CH:7]=[CH:6][CH:5]=[CH:4][CH:3]=2)[C@H:16]([O:17][C:1](=[O:8])[C:2]2[CH:7]=[CH:6][CH:5]=[CH:4][CH:3]=2)[C@@H:14]([CH2:12][O:13][C:1](=[O:8])[C:2]2[CH:7]=[CH:6][CH:5]=[CH:4][CH:3]=2)[O:15][C@@H:23]1[Cl:24])(=[O:8])[C:2]1[CH:7]=[CH:6][CH:5]=[CH:4][CH:3]=1. The catalyst class is: 530.